From a dataset of Full USPTO retrosynthesis dataset with 1.9M reactions from patents (1976-2016). Predict the reactants needed to synthesize the given product. (1) Given the product [CH2:1]([C@H:3]1[C@@H:7]([N:8]2[C:12]3=[C:13]4[CH:19]=[CH:18][NH:17][C:14]4=[N:15][CH:16]=[C:11]3[N:10]=[CH:9]2)[CH2:6][C@@H:5]([NH:30][S:31]([CH:34]2[CH2:36][CH2:35]2)(=[O:33])=[O:32])[CH2:4]1)[CH3:2], predict the reactants needed to synthesize it. The reactants are: [CH2:1]([C@H:3]1[C@@H:7]([N:8]2[C:12]3=[C:13]4[CH:19]=[CH:18][N:17](S(C5C=CC(C)=CC=5)(=O)=O)[C:14]4=[N:15][CH:16]=[C:11]3[N:10]=[CH:9]2)[CH2:6][C@@H:5]([NH:30][S:31]([CH:34]2[CH2:36][CH2:35]2)(=[O:33])=[O:32])[CH2:4]1)[CH3:2].[OH-].[Na+].Cl. (2) Given the product [CH3:8][C:4]1[CH:5]=[CH:6][CH:7]=[C:2]([N:20]2[CH2:21][CH2:22][C:18]([C:12]3[CH:13]=[C:14]([Cl:17])[C:15]([Cl:16])=[C:10]([Cl:9])[CH:11]=3)([C:23]([F:24])([F:25])[F:26])[CH2:19]2)[N:3]=1, predict the reactants needed to synthesize it. The reactants are: Cl[C:2]1[CH:7]=[CH:6][CH:5]=[C:4]([CH3:8])[N:3]=1.[Cl:9][C:10]1[CH:11]=[C:12]([C:18]2([C:23]([F:26])([F:25])[F:24])[CH2:22][CH2:21][NH:20][CH2:19]2)[CH:13]=[C:14]([Cl:17])[C:15]=1[Cl:16].CC(C)([O-])C.[Na+].C1(C)C=CC=CC=1.